This data is from Tyrosyl-DNA phosphodiesterase HTS with 341,365 compounds. The task is: Binary Classification. Given a drug SMILES string, predict its activity (active/inactive) in a high-throughput screening assay against a specified biological target. (1) The compound is s1c(C2C3=C(N(N(C)C)C(N)=C2C#N)CCCC3=O)c(cc1)C. The result is 0 (inactive). (2) The compound is O1CCN(CCNC(=O)c2c(n(CCCCC)c3nc4c(nc23)cccc4)N)CC1. The result is 0 (inactive).